This data is from Forward reaction prediction with 1.9M reactions from USPTO patents (1976-2016). The task is: Predict the product of the given reaction. (1) Given the reactants [F:1][CH:2](F)[C:3]1[CH:21]=[CH:20][C:6]([C:7]([NH:9][C:10]2[CH:15]=[CH:14][CH:13]=[C:12]([C:16]([F:19])([F:18])[F:17])[CH:11]=2)=[O:8])=[CH:5][C:4]=1[C:22]1[CH:27]=[CH:26][N:25]=[C:24]([N:28]2[CH2:33][CH2:32][O:31][CH2:30][CH2:29]2)[CH:23]=1.C(N(S(F)(F)F)CC)C, predict the reaction product. The product is: [F:1][CH2:2][C:3]1[CH:21]=[CH:20][C:6]([C:7]([NH:9][C:10]2[CH:15]=[CH:14][CH:13]=[C:12]([C:16]([F:17])([F:18])[F:19])[CH:11]=2)=[O:8])=[CH:5][C:4]=1[C:22]1[CH:27]=[CH:26][N:25]=[C:24]([N:28]2[CH2:29][CH2:30][O:31][CH2:32][CH2:33]2)[CH:23]=1. (2) Given the reactants N([O-])=O.[Na+].O.O.Cl[Sn]Cl.[NH:10]([C:12]1[CH:13]=[C:14](Cl)[CH:15]=[CH:16][CH:17]=1)[NH2:11].[C:19](O)(=O)/[C:20](=[C:22](\[CH:24]=[O:25])/[Cl:23])/[Cl:21], predict the reaction product. The product is: [CH2:13]([C:14]1[CH:13]=[C:12]([N:10]2[C:24](=[O:25])[C:22]([Cl:23])=[C:20]([Cl:21])[CH:19]=[N:11]2)[CH:17]=[CH:16][CH:15]=1)[CH2:12][CH2:17][CH3:16]. (3) Given the reactants [BH4-].[Na+].[CH2:3]([N:10]1[CH2:26][C:25](=O)[N:13]2[C:14]3[CH:22]=[CH:21][C:20]([O:23][CH3:24])=[CH:19][C:15]=3[CH2:16][CH2:17][CH2:18][CH:12]2[C:11]1=O)[C:4]1[CH:9]=[CH:8][CH:7]=[CH:6][CH:5]=1.B(F)(F)F.Cl.[OH-].[Na+], predict the reaction product. The product is: [CH2:3]([N:10]1[CH2:26][CH2:25][N:13]2[C:14]3[CH:22]=[CH:21][C:20]([O:23][CH3:24])=[CH:19][C:15]=3[CH2:16][CH2:17][CH2:18][CH:12]2[CH2:11]1)[C:4]1[CH:9]=[CH:8][CH:7]=[CH:6][CH:5]=1. (4) Given the reactants [C:1]([C:5]1[CH:10]=[CH:9][C:8]([C:11]2[N:12]=[C:13]([CH:24]3[CH2:29][CH2:28][NH:27][CH2:26][CH2:25]3)[O:14][C:15]=2[C:16]2[CH:21]=[CH:20][C:19]([O:22][CH3:23])=[CH:18][CH:17]=2)=[CH:7][CH:6]=1)([CH3:4])([CH3:3])[CH3:2].ClC(Cl)(O[C:34](=[O:40])OC(Cl)(Cl)Cl)Cl.C(N(CC)CC)C.Cl.[CH3:50][NH:51][OH:52].[Cl-].[NH4+], predict the reaction product. The product is: [C:1]([C:5]1[CH:10]=[CH:9][C:8]([C:11]2[N:12]=[C:13]([CH:24]3[CH2:29][CH2:28][N:27]([C:34](=[O:40])[N:51]([OH:52])[CH3:50])[CH2:26][CH2:25]3)[O:14][C:15]=2[C:16]2[CH:21]=[CH:20][C:19]([O:22][CH3:23])=[CH:18][CH:17]=2)=[CH:7][CH:6]=1)([CH3:4])([CH3:2])[CH3:3]. (5) Given the reactants Cl[C:2]1[NH:3][C:4]2[C:9]([C:10](=[O:12])[N:11]=1)=[C:8]([CH3:13])[C:7]([O:14][CH3:15])=[C:6]([O:16][CH3:17])[CH:5]=2.[N:18]1([C:25]([N:27]2[CH2:32][CH2:31][O:30][CH2:29][CH2:28]2)=[O:26])[CH2:24][CH2:23][CH2:22][NH:21][CH2:20][CH2:19]1.[K+].[Br-], predict the reaction product. The product is: [CH3:15][O:14][C:7]1[C:8]([CH3:13])=[C:9]2[C:4](=[CH:5][C:6]=1[O:16][CH3:17])[NH:3][C:2]([N:21]1[CH2:22][CH2:23][CH2:24][N:18]([C:25]([N:27]3[CH2:28][CH2:29][O:30][CH2:31][CH2:32]3)=[O:26])[CH2:19][CH2:20]1)=[N:11][C:10]2=[O:12]. (6) The product is: [CH3:22][C:19]1[N:20]=[CH:21][C:16]([CH2:15][CH2:14][N:1]([C:3]2[CH:4]=[CH:5][C:6]([C:7]([O:9][CH3:10])=[O:8])=[CH:11][CH:12]=2)[NH2:2])=[CH:17][CH:18]=1. Given the reactants [NH:1]([C:3]1[CH:12]=[CH:11][C:6]([C:7]([O:9][CH3:10])=[O:8])=[CH:5][CH:4]=1)[NH2:2].Br[CH2:14][CH2:15][C:16]1[CH:17]=[CH:18][C:19]([CH3:22])=[N:20][CH:21]=1, predict the reaction product. (7) Given the reactants [CH3:1][C:2]1[C:16]([S:17]([CH3:20])(=[O:19])=[O:18])=[C:15]([C:21]([F:24])([F:23])[F:22])[CH:14]=[CH:13][C:3]=1[C:4]([NH:6][C:7]1[O:8][C:9]([CH3:12])=[N:10][N:11]=1)=[O:5].[C:25]([O-])([O-])=O.[K+].[K+].S(OC)(OC)(=O)=O, predict the reaction product. The product is: [CH3:25][N:6]([C:7]1[O:8][C:9]([CH3:12])=[N:10][N:11]=1)[C:4](=[O:5])[C:3]1[CH:13]=[CH:14][C:15]([C:21]([F:24])([F:23])[F:22])=[C:16]([S:17]([CH3:20])(=[O:19])=[O:18])[C:2]=1[CH3:1]. (8) Given the reactants CO[C:3]1[CH:8]=[CH:7][C:6](SCl)=[CH:5][CH:4]=1.C1([C:17]2[S:18][CH:19]=[C:20](S)[N:21]=2)C=CC=CC=1.[S:23](Cl)([Cl:25])=O.ClN1C(=O)CCC1=O, predict the reaction product. The product is: [C:3]1([C:20]2[N:21]=[C:17]([S:23][Cl:25])[S:18][CH:19]=2)[CH:4]=[CH:5][CH:6]=[CH:7][CH:8]=1. (9) Given the reactants [C:1]([O:5][C:6](=[O:19])[N:7]([CH2:10][C:11]1[CH:12]=[N:13][CH:14]=[C:15](Br)[C:16]=1[CH3:17])[CH2:8][CH3:9])([CH3:4])([CH3:3])[CH3:2].[B:20]1([B:20]2[O:24][C:23]([CH3:26])([CH3:25])[C:22]([CH3:28])([CH3:27])[O:21]2)[O:24][C:23]([CH3:26])([CH3:25])[C:22]([CH3:28])([CH3:27])[O:21]1.CC([O-])=O.[K+].CS(C)=O, predict the reaction product. The product is: [C:1]([O:5][C:6](=[O:19])[N:7]([CH2:8][CH3:9])[CH2:10][C:11]1[CH:12]=[N:13][CH:14]=[C:15]([B:20]2[O:24][C:23]([CH3:26])([CH3:25])[C:22]([CH3:28])([CH3:27])[O:21]2)[C:16]=1[CH3:17])([CH3:4])([CH3:3])[CH3:2]. (10) Given the reactants [C:1]([CH2:9][C:10]#[N:11])(=[O:8])[C:2]1[CH:7]=[CH:6][CH:5]=[CH:4][CH:3]=1.CO[CH:14](OC)[N:15]([CH3:17])[CH3:16], predict the reaction product. The product is: [C:1]([C:9](=[CH:14][N:15]([CH3:17])[CH3:16])[C:10]#[N:11])(=[O:8])[C:2]1[CH:7]=[CH:6][CH:5]=[CH:4][CH:3]=1.